This data is from Reaction yield outcomes from USPTO patents with 853,638 reactions. The task is: Predict the reaction yield, written as a fraction of the theoretical maximum amount of product (1.0 means a 100% yield; for example, 0.34 means a 34% yield). The product is [CH2:1]([O:8][C:9]([N:11]1[CH2:17][CH2:16][CH2:15][CH2:14][C:13]2[CH:18]=[C:19]([N:22]3[CH2:26][CH:25]([CH2:27][NH:28][C:39](=[O:41])[CH3:40])[O:24][C:23]3=[O:29])[CH:20]=[CH:21][C:12]1=2)=[O:10])[C:2]1[CH:7]=[CH:6][CH:5]=[CH:4][CH:3]=1. The yield is 0.950. The catalyst is C(Cl)Cl. The reactants are [CH2:1]([O:8][C:9]([N:11]1[CH2:17][CH2:16][CH2:15][CH2:14][C:13]2[CH:18]=[C:19]([N:22]3[CH2:26][CH:25]([CH2:27][NH2:28])[O:24][C:23]3=[O:29])[CH:20]=[CH:21][C:12]1=2)=[O:10])[C:2]1[CH:7]=[CH:6][CH:5]=[CH:4][CH:3]=1.C(N(C(C)C)CC)(C)C.[C:39](OC(=O)C)(=[O:41])[CH3:40].